This data is from Catalyst prediction with 721,799 reactions and 888 catalyst types from USPTO. The task is: Predict which catalyst facilitates the given reaction. (1) Reactant: [N:1]([C@@:4]1(O)[C@@H:8]([CH2:9][OH:10])[O:7][C@@H:6]([N:11]2[CH:19]=[C:17]([CH3:18])[C:15](=[O:16])[NH:14][C:12]2=[O:13])[CH2:5]1)=[N+]=[N-].C(#N)C.C1(P(C2C=CC=CC=2)C2C=CC=CC=2)C=CC=CC=1. Product: [NH2:1][C@@H:4]1[C@@H:8]([CH2:9][OH:10])[O:7][C@@H:6]([N:11]2[CH:19]=[C:17]([CH3:18])[C:15](=[O:16])[NH:14][C:12]2=[O:13])[CH2:5]1. The catalyst class is: 6. (2) Reactant: [OH:1][C:2]1[C:15]2[C:14](=[O:16])[C:13]3[C:8](=[CH:9][CH:10]=[CH:11][CH:12]=3)[C:7](=[O:17])[C:6]=2[C:5](O)=[CH:4][CH:3]=1.Br[CH2:20][CH2:21][CH2:22][CH2:23][CH2:24][CH2:25][CH2:26][CH3:27].[C:28](=[O:31])([O-])[O-].[K+].[K+]. Product: [CH2:20]([O:1][C:2]1[C:15]2[C:14](=[O:16])[C:13]3[C:8](=[CH:9][CH:10]=[CH:11][CH:12]=3)[C:7](=[O:17])[C:6]=2[C:5]([O:31][CH2:28][CH2:14][CH2:15][CH2:2][CH2:3][CH2:4][CH2:5][CH3:6])=[CH:4][CH:3]=1)[CH2:21][CH2:22][CH2:23][CH2:24][CH2:25][CH2:26][CH3:27]. The catalyst class is: 9. (3) Reactant: C(O)(C(F)(F)F)=O.C([O:12][C:13](=[O:50])[C@@H:14]([NH:39][S:40]([C:43]1[CH:48]=[CH:47][C:46]([Br:49])=[CH:45][CH:44]=1)(=[O:42])=[O:41])[CH2:15][NH:16][C:17]1[C:18]2[CH:26]=[CH:25][N:24]([CH2:27][CH2:28][CH2:29][C:30](=[O:38])[NH:31][C:32]3[NH:33][CH2:34][CH2:35][CH2:36][N:37]=3)[C:19]=2[N:20]=[C:21]([CH3:23])[N:22]=1)(C)(C)C. Product: [CH3:23][C:21]1[N:22]=[C:17]([NH:16][CH2:15][C@H:14]([NH:39][S:40]([C:43]2[CH:44]=[CH:45][C:46]([Br:49])=[CH:47][CH:48]=2)(=[O:42])=[O:41])[C:13]([OH:50])=[O:12])[C:18]2[CH:26]=[CH:25][N:24]([CH2:27][CH2:28][CH2:29][C:30](=[O:38])[NH:31][C:32]3[NH:33][CH2:34][CH2:35][CH2:36][N:37]=3)[C:19]=2[N:20]=1. The catalyst class is: 2. (4) Reactant: [C:1]([N:8]1[CH2:12][C@@H:11]([OH:13])[CH2:10][C@H:9]1[C:14]([O:16][CH3:17])=[O:15])([O:3][C:4]([CH3:7])([CH3:6])[CH3:5])=[O:2].CCN(C(C)C)C(C)C.[CH3:27][S:28](Cl)(=[O:30])=[O:29]. Product: [C:1]([N:8]1[CH2:12][C@@H:11]([O:13][S:28]([CH3:27])(=[O:30])=[O:29])[CH2:10][C@H:9]1[C:14]([O:16][CH3:17])=[O:15])([O:3][C:4]([CH3:7])([CH3:6])[CH3:5])=[O:2]. The catalyst class is: 2. (5) Reactant: [NH2:1][C@H:2]1[C:7]([F:9])([F:8])[CH2:6][CH2:5][CH2:4][C@H:3]1[NH:10][C:11]1[CH:12]=[C:13](Br)[C:14]([C:17]#[N:18])=[N:15][CH:16]=1.Cl.[CH3:21][C:22]1[CH:26]=[C:25]([NH2:27])[S:24][N:23]=1.[O:28](C1C=CC=CC=1)[Na].O.O.O.CC1(C)C2C(=C(P(C3C=CC=CC=3)C3C=CC=CC=3)C=CC=2)OC2C(P(C3C=CC=CC=3)C3C=CC=CC=3)=CC=CC1=2. Product: [NH2:1][C@H:2]1[C:7]([F:9])([F:8])[CH2:6][CH2:5][CH2:4][C@H:3]1[NH:10][C:11]1[CH:12]=[C:13]([NH:27][C:25]2[S:24][N:23]=[C:22]([CH3:21])[CH:26]=2)[C:14]([C:17]([NH2:18])=[O:28])=[N:15][CH:16]=1. The catalyst class is: 62.